This data is from NCI-60 drug combinations with 297,098 pairs across 59 cell lines. The task is: Regression. Given two drug SMILES strings and cell line genomic features, predict the synergy score measuring deviation from expected non-interaction effect. (1) Drug 1: CN(C)C1=NC(=NC(=N1)N(C)C)N(C)C. Drug 2: N.N.Cl[Pt+2]Cl. Cell line: SK-OV-3. Synergy scores: CSS=3.50, Synergy_ZIP=0.380, Synergy_Bliss=3.41, Synergy_Loewe=3.20, Synergy_HSA=2.74. (2) Cell line: SK-MEL-2. Drug 1: C1CN1C2=NC(=NC(=N2)N3CC3)N4CC4. Drug 2: CC12CCC3C(C1CCC2O)C(CC4=C3C=CC(=C4)O)CCCCCCCCCS(=O)CCCC(C(F)(F)F)(F)F. Synergy scores: CSS=19.7, Synergy_ZIP=0.863, Synergy_Bliss=8.20, Synergy_Loewe=-2.27, Synergy_HSA=6.98. (3) Drug 1: CC1=CC=C(C=C1)C2=CC(=NN2C3=CC=C(C=C3)S(=O)(=O)N)C(F)(F)F. Drug 2: C(=O)(N)NO. Cell line: UACC-257. Synergy scores: CSS=0.825, Synergy_ZIP=0.900, Synergy_Bliss=1.19, Synergy_Loewe=1.64, Synergy_HSA=-0.408. (4) Drug 1: C1=NC(=NC(=O)N1C2C(C(C(O2)CO)O)O)N. Drug 2: C1=CC=C(C(=C1)C(C2=CC=C(C=C2)Cl)C(Cl)Cl)Cl. Cell line: SK-MEL-5. Synergy scores: CSS=11.3, Synergy_ZIP=-6.63, Synergy_Bliss=-5.98, Synergy_Loewe=3.91, Synergy_HSA=-1.81. (5) Drug 1: C1CCC(CC1)NC(=O)N(CCCl)N=O. Drug 2: C1C(C(OC1N2C=NC3=C2NC=NCC3O)CO)O. Cell line: NCI-H322M. Synergy scores: CSS=1.73, Synergy_ZIP=-2.96, Synergy_Bliss=-5.49, Synergy_Loewe=-5.19, Synergy_HSA=-5.16. (6) Drug 1: CC1=C(C(CCC1)(C)C)C=CC(=CC=CC(=CC(=O)O)C)C. Drug 2: CC12CCC3C(C1CCC2OP(=O)(O)O)CCC4=C3C=CC(=C4)OC(=O)N(CCCl)CCCl.[Na+]. Cell line: SK-OV-3. Synergy scores: CSS=-0.218, Synergy_ZIP=2.62, Synergy_Bliss=5.52, Synergy_Loewe=-3.02, Synergy_HSA=-2.74. (7) Drug 1: CC(C1=C(C=CC(=C1Cl)F)Cl)OC2=C(N=CC(=C2)C3=CN(N=C3)C4CCNCC4)N. Drug 2: CCC1=C2CN3C(=CC4=C(C3=O)COC(=O)C4(CC)O)C2=NC5=C1C=C(C=C5)O. Cell line: HOP-62. Synergy scores: CSS=32.4, Synergy_ZIP=0.616, Synergy_Bliss=2.65, Synergy_Loewe=-42.2, Synergy_HSA=0.911. (8) Drug 1: C1CN(CCN1C(=O)CCBr)C(=O)CCBr. Drug 2: COC1=C2C(=CC3=C1OC=C3)C=CC(=O)O2. Cell line: MOLT-4. Synergy scores: CSS=68.5, Synergy_ZIP=3.27, Synergy_Bliss=2.34, Synergy_Loewe=-6.29, Synergy_HSA=0.365. (9) Drug 2: CS(=O)(=O)CCNCC1=CC=C(O1)C2=CC3=C(C=C2)N=CN=C3NC4=CC(=C(C=C4)OCC5=CC(=CC=C5)F)Cl. Cell line: TK-10. Drug 1: CCCS(=O)(=O)NC1=C(C(=C(C=C1)F)C(=O)C2=CNC3=C2C=C(C=N3)C4=CC=C(C=C4)Cl)F. Synergy scores: CSS=23.3, Synergy_ZIP=-6.78, Synergy_Bliss=2.69, Synergy_Loewe=-5.10, Synergy_HSA=2.33.